Dataset: Full USPTO retrosynthesis dataset with 1.9M reactions from patents (1976-2016). Task: Predict the reactants needed to synthesize the given product. (1) Given the product [CH2:20]([O:8][C:7](=[O:9])[C:6]1[CH:10]=[C:2]([CH3:1])[CH:3]=[CH:4][C:5]=1[N+:11]([O-:13])=[O:12])[CH3:21], predict the reactants needed to synthesize it. The reactants are: [CH3:1][C:2]1[CH:3]=[CH:4][C:5]([N+:11]([O-:13])=[O:12])=[C:6]([CH:10]=1)[C:7]([OH:9])=[O:8].S(=O)(=O)(O)O.O.[CH2:20](O)[CH3:21]. (2) Given the product [Cl:1][C:2]1[CH:3]=[CH:4][C:5]2[O:10][C:9]([CH3:14])([C:11]([N:55]3[CH2:56][CH2:57][C:52]([CH2:51][C:50]4[CH:49]=[CH:48][C:47]([F:46])=[CH:61][CH:60]=4)([C:58]#[N:59])[CH2:53][CH2:54]3)=[O:13])[CH2:8][NH:7][C:6]=2[CH:15]=1, predict the reactants needed to synthesize it. The reactants are: [Cl:1][C:2]1[CH:3]=[CH:4][C:5]2[O:10][C:9]([CH3:14])([C:11]([OH:13])=O)[CH2:8][NH:7][C:6]=2[CH:15]=1.CCN=C=NCCCN(C)C.C1C=CC2N(O)N=NC=2C=1.CCN(C(C)C)C(C)C.[F:46][C:47]1[CH:61]=[CH:60][C:50]([CH2:51][C:52]2([C:58]#[N:59])[CH2:57][CH2:56][NH:55][CH2:54][CH2:53]2)=[CH:49][CH:48]=1. (3) Given the product [C:1]([NH:9][CH2:10][CH2:11][CH2:12]/[CH:13]=[CH:14]/[C:15]([NH:17][C:18]1[CH:23]=[CH:22][CH:21]=[CH:20][C:19]=1[NH:24][C:25](=[O:31])[O:26][C:27]([CH3:29])([CH3:28])[CH3:30])=[O:16])(=[O:8])[C:2]1[CH:7]=[CH:6][CH:5]=[CH:4][CH:3]=1.[C:1]([NH:9][CH2:10][CH2:11]/[CH:12]=[CH:13]/[CH2:14][C:15]([NH:17][C:18]1[CH:23]=[CH:22][CH:21]=[CH:20][C:19]=1[NH:24][C:25](=[O:31])[O:26][C:27]([CH3:29])([CH3:28])[CH3:30])=[O:16])(=[O:8])[C:2]1[CH:7]=[CH:6][CH:5]=[CH:4][CH:3]=1, predict the reactants needed to synthesize it. The reactants are: [C:1]([NH:9][CH2:10][CH2:11]/[CH:12]=[CH:13]/[CH2:14][C:15]([NH:17][C:18]1[CH:23]=[CH:22][CH:21]=[CH:20][C:19]=1[NH:24][C:25](=[O:31])[O:26][C:27]([CH3:30])([CH3:29])[CH3:28])=[O:16])(=[O:8])[C:2]1[CH:7]=[CH:6][CH:5]=[CH:4][CH:3]=1.CO[Na].[NH4+].[Cl-]. (4) Given the product [CH2:28]([O:35][C:36]1[N:37]=[N:38][C:39]([C:2]2[CH2:7][CH2:6][CH2:5][CH2:4][CH:3]=2)=[CH:40][C:41]=1[O:42][CH2:43][C:44]1[CH:49]=[CH:48][CH:47]=[CH:46][CH:45]=1)[C:29]1[CH:34]=[CH:33][CH:32]=[CH:31][CH:30]=1, predict the reactants needed to synthesize it. The reactants are: C(OC1N=NC(C2CCCC=2)=CC=1OC[C:2]1[CH:7]=[CH:6][CH:5]=[CH:4][CH:3]=1)[C:2]1[CH:7]=[CH:6][CH:5]=[CH:4][CH:3]=1.[CH2:28]([O:35][C:36]1[N:37]=[N:38][C:39](Cl)=[CH:40][C:41]=1[O:42][CH2:43][C:44]1[CH:49]=[CH:48][CH:47]=[CH:46][CH:45]=1)[C:29]1[CH:34]=[CH:33][CH:32]=[CH:31][CH:30]=1.C(OC1N=NC(C#CC(C)C)=CC=1OCC1C=CC=CC=1)C1C=CC=CC=1.C1(B(O)O)CCCCC=1. (5) Given the product [C:14]1([CH3:21])[CH:15]=[C:16]([CH3:20])[CH:17]=[C:18]([CH3:19])[C:13]=1[O:12][C:4]1[C:5]2[N:10]([CH3:11])[CH:9]=[CH:8][C:6]=2[N:7]=[C:2]([NH:22][C:23]2[CH:30]=[CH:29][C:26]([C:27]#[N:28])=[CH:25][CH:24]=2)[N:3]=1, predict the reactants needed to synthesize it. The reactants are: Cl[C:2]1[N:3]=[C:4]([O:12][C:13]2[C:18]([CH3:19])=[CH:17][C:16]([CH3:20])=[CH:15][C:14]=2[CH3:21])[C:5]2[N:10]([CH3:11])[CH:9]=[CH:8][C:6]=2[N:7]=1.[NH2:22][C:23]1[CH:30]=[CH:29][C:26]([C:27]#[N:28])=[CH:25][CH:24]=1.C(O)(C(F)(F)F)=O. (6) Given the product [Cl:2][C:3]1[CH:4]=[C:5]([C:10]2[CH:15]=[CH:14][CH:13]=[C:12]([CH2:16][C@@H:17]([NH:24][C:43]([C:28]3[CH:29]=[C:30]([C:33]4[CH:38]=[CH:37][C:36]([C:39]([F:40])([F:42])[F:41])=[CH:35][CH:34]=4)[CH:31]=[CH:32][C:27]=3[O:26][CH3:25])=[O:44])[C:18]3[O:22][N:21]=[C:20]([CH3:23])[N:19]=3)[CH:11]=2)[CH:6]=[CH:7][C:8]=1[F:9], predict the reactants needed to synthesize it. The reactants are: Cl.[Cl:2][C:3]1[CH:4]=[C:5]([C:10]2[CH:15]=[CH:14][CH:13]=[C:12]([CH2:16][C@@H:17]([NH2:24])[C:18]3[O:22][N:21]=[C:20]([CH3:23])[N:19]=3)[CH:11]=2)[CH:6]=[CH:7][C:8]=1[F:9].[CH3:25][O:26][C:27]1[CH:32]=[CH:31][C:30]([C:33]2[CH:38]=[CH:37][C:36]([C:39]([F:42])([F:41])[F:40])=[CH:35][CH:34]=2)=[CH:29][C:28]=1[C:43](O)=[O:44]. (7) Given the product [Cl:17][C:15]1[C:14]([CH2:18][C:19]2[CH:20]=[CH:21][C:22]([CH2:25][CH3:26])=[CH:23][CH:24]=2)=[CH:13][C:12]([C@H:27]2[C@H:32]([O:33][CH2:34][C:35]3[CH:36]=[CH:37][CH:38]=[CH:39][CH:40]=3)[C@@H:31]([O:41][CH2:42][C:43]3[CH:48]=[CH:47][CH:46]=[CH:45][CH:44]=3)[C@H:30]([O:49][CH2:50][C:51]3[CH:56]=[CH:55][CH:54]=[CH:53][CH:52]=3)[C@@H:29]([CH2:57][O:58][CH2:59][C:60]3[CH:61]=[CH:62][CH:63]=[CH:64][CH:65]=3)[O:28]2)=[C:11]([CH2:10][OH:9])[CH:16]=1, predict the reactants needed to synthesize it. The reactants are: CC([O-])=O.[Na+].C([O:9][CH2:10][C:11]1[CH:16]=[C:15]([Cl:17])[C:14]([CH2:18][C:19]2[CH:24]=[CH:23][C:22]([CH2:25][CH3:26])=[CH:21][CH:20]=2)=[CH:13][C:12]=1[C@H:27]1[C@H:32]([O:33][CH2:34][C:35]2[CH:40]=[CH:39][CH:38]=[CH:37][CH:36]=2)[C@@H:31]([O:41][CH2:42][C:43]2[CH:48]=[CH:47][CH:46]=[CH:45][CH:44]=2)[C@H:30]([O:49][CH2:50][C:51]2[CH:56]=[CH:55][CH:54]=[CH:53][CH:52]=2)[C@@H:29]([CH2:57][O:58][CH2:59][C:60]2[CH:65]=[CH:64][CH:63]=[CH:62][CH:61]=2)[O:28]1)C=C.